Dataset: Catalyst prediction with 721,799 reactions and 888 catalyst types from USPTO. Task: Predict which catalyst facilitates the given reaction. (1) Reactant: C([C@H]1COC(=O)N1[C:14](=[O:30])[C@H:15]([CH3:29])[C@@H:16]([C:22]1[CH:27]=[CH:26][CH:25]=[C:24]([Br:28])[CH:23]=1)[O:17][Si:18]([CH3:21])([CH3:20])[CH3:19])C1C=CC=CC=1.[Li+].[BH4-].[NH4+].[Cl-].CC(OC)(C)C. Product: [Br:28][C:24]1[CH:23]=[C:22]([C@@H:16]([O:17][Si:18]([CH3:20])([CH3:19])[CH3:21])[C@@H:15]([CH3:29])[CH2:14][OH:30])[CH:27]=[CH:26][CH:25]=1. The catalyst class is: 1. (2) Reactant: O1CCCCC1[O:7][CH:8]1[CH2:13][CH2:12][CH:11]([O:14][C:15]2[CH:16]=[C:17]3[C:21](=[CH:22][CH:23]=2)[NH:20][N:19]=[CH:18]3)[CH2:10][CH2:9]1. Product: [NH:20]1[C:21]2[C:17](=[CH:16][C:15]([O:14][CH:11]3[CH2:12][CH2:13][CH:8]([OH:7])[CH2:9][CH2:10]3)=[CH:23][CH:22]=2)[CH:18]=[N:19]1. The catalyst class is: 5. (3) Reactant: [C:1]([C:5]1[CH:14]=[C:13]2[C:8]([CH:9]=[CH:10][C:11]([O:15][CH3:16])=[CH:12]2)=[CH:7][CH:6]=1)#[C:2][CH2:3][CH3:4].CCCCCC. Product: [CH2:1]([C:5]1[CH:14]=[C:13]2[C:8]([CH:9]=[CH:10][C:11]([O:15][CH3:16])=[CH:12]2)=[CH:7][CH:6]=1)[CH2:2][CH2:3][CH3:4]. The catalyst class is: 787. (4) Reactant: [CH3:1][C:2]1[N:6]([CH:7]2[CH2:12][CH2:11][O:10][CH2:9][CH2:8]2)[C:5]2[CH:13]=[CH:14][C:15]([C:17]([OH:19])=O)=[CH:16][C:4]=2[N:3]=1.S(Cl)(Cl)=O.[NH2:24][C:25]1[CH:30]=[C:29]([CH2:31][CH3:32])[CH:28]=[CH:27][C:26]=1O.C(N(CC)CC)C.CS(O)(=O)=O.C(=O)([O-])O.[Na+]. Product: [CH2:31]([C:29]1[CH:28]=[CH:27][C:26]2[O:19][C:17]([C:15]3[CH:14]=[CH:13][C:5]4[N:6]([CH:7]5[CH2:8][CH2:9][O:10][CH2:11][CH2:12]5)[C:2]([CH3:1])=[N:3][C:4]=4[CH:16]=3)=[N:24][C:25]=2[CH:30]=1)[CH3:32]. The catalyst class is: 132.